This data is from Reaction yield outcomes from USPTO patents with 853,638 reactions. The task is: Predict the reaction yield, written as a fraction of the theoretical maximum amount of product (1.0 means a 100% yield; for example, 0.34 means a 34% yield). (1) The reactants are [CH2:1]([C:3]1[NH:4][C:5](=[O:27])[C:6]([CH2:12][C:13]2[CH:18]=[CH:17][C:16]([C:19]3[C:20]([C:25]#[N:26])=[CH:21][CH:22]=[CH:23][CH:24]=3)=[CH:15][CH:14]=2)=[C:7]([CH2:9][CH2:10][CH3:11])[N:8]=1)[CH3:2].[O:28]1[CH2:33][CH2:32][CH:31]([O:34][C:35]2[N:40]=[CH:39][C:38](B(O)O)=[CH:37][CH:36]=2)[CH2:30][CH2:29]1.N1C=CC=CC=1.C(N(CC)CC)C. The catalyst is C([O-])(=O)C.[Cu+2].C([O-])(=O)C.C(OCC)(=O)C.C(Cl)Cl. The product is [CH2:1]([C:3]1[N:4]([C:38]2[CH:39]=[N:40][C:35]([O:34][CH:31]3[CH2:32][CH2:33][O:28][CH2:29][CH2:30]3)=[CH:36][CH:37]=2)[C:5](=[O:27])[C:6]([CH2:12][C:13]2[CH:18]=[CH:17][C:16]([C:19]3[C:20]([C:25]#[N:26])=[CH:21][CH:22]=[CH:23][CH:24]=3)=[CH:15][CH:14]=2)=[C:7]([CH2:9][CH2:10][CH3:11])[N:8]=1)[CH3:2]. The yield is 0.260. (2) The reactants are C[Si](C)(C)N[Si](C)(C)C.[Na].[NH2:11][C:12]1[C:13]([C:20]2[C:21](F)=[N:22][CH:23]=[CH:24][CH:25]=2)=[N:14][C:15]([C:18]#[N:19])=[CH:16][CH:17]=1.O.C(OCC)(=O)C. The catalyst is C1COCC1. The product is [N:14]1[C:13]2[C:20]3[CH:25]=[CH:24][CH:23]=[N:22][C:21]=3[NH:11][C:12]=2[CH:17]=[CH:16][C:15]=1[C:18]#[N:19]. The yield is 0.550. (3) The reactants are [Br:1][C:2]1[CH:3]=[C:4]([C:8]([NH:11][C:12]2[CH:17]=[CH:16][C:15]([I:18])=[CH:14][C:13]=2[F:19])=[CH:9][N:10]=1)[C:5](O)=[O:6].C(N1C=CN=C1)([N:22]1C=CN=C1)=O.C([O-])(=O)C.[NH4+].O. The catalyst is CN(C)C=O. The product is [Br:1][C:2]1[CH:3]=[C:4]([C:8]([NH:11][C:12]2[CH:17]=[CH:16][C:15]([I:18])=[CH:14][C:13]=2[F:19])=[CH:9][N:10]=1)[C:5]([NH2:22])=[O:6]. The yield is 0.580. (4) The reactants are [CH2:1]1[CH2:6][C@H:5]([C:7]([OH:9])=[O:8])[CH2:4][CH2:3][C@H:2]1[CH2:10][NH2:11].[C:12]([O:17][CH:18]([O:21][C:22](ON1C(=O)CCC1=O)=[O:23])[CH2:19][CH3:20])(=[O:16])[CH2:13][CH2:14][CH3:15]. The catalyst is CC(OC)(C)C.CC(C)=O.O. The product is [C:12]([O:17][CH:18]([O:21][C:22]([NH:11][CH2:10][C@H:2]1[CH2:3][CH2:4][C@H:5]([C:7]([OH:9])=[O:8])[CH2:6][CH2:1]1)=[O:23])[CH2:19][CH3:20])(=[O:16])[CH2:13][CH2:14][CH3:15]. The yield is 0.620.